From a dataset of Full USPTO retrosynthesis dataset with 1.9M reactions from patents (1976-2016). Predict the reactants needed to synthesize the given product. (1) Given the product [Cl:1][C:2]1[CH:3]=[C:4]([NH:9][C:10]2[C:19]3[C:14](=[CH:15][C:16]([O:39][CH2:40][CH:41]4[CH2:43][CH2:42]4)=[C:17]([NH:20][C:21](=[O:38])[CH:22]=[CH:23][CH2:24][N:25]4[CH2:35][C@H:34]([CH3:37])[O:33][C:31](=[O:32])[CH2:30]4)[CH:18]=3)[N:13]=[CH:12][N:11]=2)[CH:5]=[CH:6][C:7]=1[F:8], predict the reactants needed to synthesize it. The reactants are: [Cl:1][C:2]1[CH:3]=[C:4]([NH:9][C:10]2[C:19]3[C:14](=[CH:15][C:16]([O:39][CH2:40][CH:41]4[CH2:43][CH2:42]4)=[C:17]([NH:20][C:21](=[O:38])[CH:22]=[CH:23][CH2:24][N:25]([CH2:30][C:31]([O:33][C:34]([CH3:37])(C)[CH3:35])=[O:32])C[C@@H](O)C)[CH:18]=3)[N:13]=[CH:12][N:11]=2)[CH:5]=[CH:6][C:7]=1[F:8].O.C1(C)C=CC(S(O)(=O)=O)=CC=1. (2) Given the product [CH3:39][N:40]([CH3:41])[C:4]([C:6]1[CH:38]=[CH:37][CH:36]=[CH:35][C:7]=1[O:8][C:9]1[C:23]([O:24][C:25]2[CH:30]=[CH:29][C:28]([S:31]([CH3:34])(=[O:33])=[O:32])=[CH:27][CH:26]=2)=[CH:22][C:12]2[NH:13][C:14]([C:16]3[CH:21]=[CH:20][CH:19]=[CH:18][N:17]=3)=[N:15][C:11]=2[CH:10]=1)=[O:3], predict the reactants needed to synthesize it. The reactants are: C([O:3][C:4]([C:6]1[CH:38]=[CH:37][CH:36]=[CH:35][C:7]=1[O:8][C:9]1[C:23]([O:24][C:25]2[CH:30]=[CH:29][C:28]([S:31]([CH3:34])(=[O:33])=[O:32])=[CH:27][CH:26]=2)=[CH:22][C:12]2[NH:13][C:14]([C:16]3[CH:21]=[CH:20][CH:19]=[CH:18][N:17]=3)=[N:15][C:11]=2[CH:10]=1)=O)C.[CH3:39][N:40](C)[C:41](=O)C1C=CC=CC=1O. (3) Given the product [N:1]1([C:15]([O:14][C:10]([CH3:13])([CH3:12])[CH3:11])=[O:16])[C:9]2[C:4](=[CH:5][CH:6]=[CH:7][CH:8]=2)[CH2:3][CH2:2]1, predict the reactants needed to synthesize it. The reactants are: [NH:1]1[C:9]2[C:4](=[CH:5][CH:6]=[CH:7][CH:8]=2)[CH2:3][CH2:2]1.[C:10]([O:14][C:15](=O)[O:16]C(C)(C)C)([CH3:13])([CH3:12])[CH3:11]. (4) Given the product [N:13]1[CH:14]=[CH:15][N:16]=[CH:17][C:12]=1[CH:19]([CH3:20])[C:18]([O:22][C:23]([CH3:26])([CH3:25])[CH3:24])=[O:21], predict the reactants needed to synthesize it. The reactants are: C[Si]([N-][Si](C)(C)C)(C)C.[Na+].Cl[C:12]1[CH:17]=[N:16][CH:15]=[CH:14][N:13]=1.[C:18]([O:22][C:23]([CH3:26])([CH3:25])[CH3:24])(=[O:21])[CH2:19][CH3:20]. (5) Given the product [C:8]([C:10]1[CH:15]=[CH:14][C:13]([C:16]2[C:26]([CH:27]([OH:28])[C:29]3[N:34]=[C:33]([C:35]([O:37][CH3:38])=[O:36])[CH:32]=[CH:31][CH:30]=3)=[C:19]3[CH:20]=[CH:21][C:22]([O:24][CH3:25])=[CH:23][N:18]3[N:17]=2)=[CH:12][CH:11]=1)#[N:9], predict the reactants needed to synthesize it. The reactants are: CO.[BH4-].[Na+].ClCCl.[C:8]([C:10]1[CH:15]=[CH:14][C:13]([C:16]2[C:26]([C:27]([C:29]3[N:34]=[C:33]([C:35]([O:37][CH3:38])=[O:36])[CH:32]=[CH:31][CH:30]=3)=[O:28])=[C:19]3[CH:20]=[CH:21][C:22]([O:24][CH3:25])=[CH:23][N:18]3[N:17]=2)=[CH:12][CH:11]=1)#[N:9]. (6) The reactants are: [Cl:1][C:2]1[CH:12]=[CH:11][C:10]([C:13]2[CH:17]=[CH:16][NH:15][N:14]=2)=[CH:9][C:3]=1[C:4]([O:6]CC)=[O:5].C[O-].[Na+]. Given the product [Cl:1][C:2]1[CH:12]=[CH:11][C:10]([C:13]2[CH:17]=[CH:16][NH:15][N:14]=2)=[CH:9][C:3]=1[C:4]([OH:6])=[O:5], predict the reactants needed to synthesize it. (7) Given the product [Br:15][C:16]1[C:22]([C:23]2[C:27]([Cl:28])=[C:26]([C:29]([F:31])([F:30])[F:32])[S:25][N:24]=2)=[C:21]([Cl:33])[CH:20]=[C:19]([Cl:34])[C:17]=1[NH:18][C:6](=[O:9])[CH2:7][CH3:8], predict the reactants needed to synthesize it. The reactants are: [C:6](O[C:6](=[O:9])[CH2:7][CH3:8])(=[O:9])[CH2:7][CH3:8].S(=O)(=O)(O)O.[Br:15][C:16]1[C:22]([C:23]2[C:27]([Cl:28])=[C:26]([C:29]([F:32])([F:31])[F:30])[S:25][N:24]=2)=[C:21]([Cl:33])[CH:20]=[C:19]([Cl:34])[C:17]=1[NH2:18]. (8) Given the product [CH2:1]([C:18]1([OH:24])[CH:19]2[CH2:22][CH2:23][N:16]([CH2:21][CH2:20]2)[CH2:17]1)[CH3:2], predict the reactants needed to synthesize it. The reactants are: [CH2:1]([Li])[CH3:2].C1C=CC=CC=1.C1CCCCC1.[N:16]12[CH2:23][CH2:22][CH:19]([CH2:20][CH2:21]1)[C:18](=[O:24])[CH2:17]2. (9) Given the product [F:20][C:15]1[CH:16]=[CH:17][CH:18]=[C:19]2[C:14]=1[N:13]([CH:21]([CH3:23])[CH3:22])[N:12]=[C:11]2[C:4]1[CH:5]=[CH:6][C:7]([OH:9])=[CH:8][C:3]=1[OH:2], predict the reactants needed to synthesize it. The reactants are: C[O:2][C:3]1[CH:8]=[C:7]([O:9]C)[CH:6]=[CH:5][C:4]=1[C:11]1[C:19]2[C:14](=[C:15]([F:20])[CH:16]=[CH:17][CH:18]=2)[N:13]([CH:21]([CH3:23])[CH3:22])[N:12]=1.B(Br)(Br)Br.C1CCCCC=1.